Dataset: Full USPTO retrosynthesis dataset with 1.9M reactions from patents (1976-2016). Task: Predict the reactants needed to synthesize the given product. (1) Given the product [Cl:26][C:23]1[CH:24]=[CH:25][C:20]([C:18]([NH:17][CH:13]([CH2:12][C:7]2[C:5]3[C:4](=[CH:3][CH:2]=[CH:1][CH:6]=3)[NH:11][C:9](=[O:10])[CH:8]=2)[C:14]([O:16][CH2:40][CH2:39][CH2:38][N:32]2[CH2:37][CH2:36][O:35][CH2:34][CH2:33]2)=[O:15])=[O:19])=[CH:21][CH:22]=1, predict the reactants needed to synthesize it. The reactants are: [CH:1]1[CH:2]=[CH:3][C:4]2[NH:11][C:9](=[O:10])[CH:8]=[C:7]([CH2:12][CH:13]([NH:17][C:18]([C:20]3[CH:21]=[CH:22][C:23]([Cl:26])=[CH:24][CH:25]=3)=[O:19])[C:14]([OH:16])=[O:15])[C:5]=2[CH:6]=1.CS(O)(=O)=O.[N:32]1([CH2:38][CH2:39][CH2:40]Cl)[CH2:37][CH2:36][O:35][CH2:34][CH2:33]1. (2) Given the product [C:1]([C@H:5]1[CH2:6][CH2:7][C@H:8]([O:11][C:12]2[C:13]([C:32]([F:33])([F:34])[F:35])=[C:14]3[C:19](=[CH:20][CH:21]=2)[CH:18]=[C:17]([CH2:22][NH:23][CH2:24][CH2:25][CH2:26][C:27]([OH:29])=[O:28])[CH:16]=[CH:15]3)[CH2:9][CH2:10]1)([CH3:4])([CH3:2])[CH3:3], predict the reactants needed to synthesize it. The reactants are: [C:1]([C@H:5]1[CH2:10][CH2:9][C@H:8]([O:11][C:12]2[C:13]([C:32]([F:35])([F:34])[F:33])=[C:14]3[C:19](=[CH:20][CH:21]=2)[CH:18]=[C:17]([CH2:22][NH:23][CH2:24][CH2:25][CH2:26][C:27]([O:29]CC)=[O:28])[CH:16]=[CH:15]3)[CH2:7][CH2:6]1)([CH3:4])([CH3:3])[CH3:2].Cl. (3) Given the product [CH3:25][C:24]1[NH:26][C:4](=[O:6])[C:3]2[CH2:1][CH:28]([CH3:29])[CH2:10][C:9]=2[N:27]=1, predict the reactants needed to synthesize it. The reactants are: [C:1]([CH:3]([CH2:9][CH:10](OCC)OCC)[C:4]([O:6]CC)=O)#N.S(=O)(=O)(O)O.[OH-].[NH4+].[C:24]([NH2:27])(=[NH:26])[CH3:25].[CH3:28][C:29](C)([O-])C.[K+]. (4) Given the product [CH:16]1([N:5]2[C:4]3[N:3]=[C:2]([NH:21][C:22]4[CH:23]=[CH:24][C:25]([C:31]([OH:33])=[O:32])=[C:26]5[C:30]=4[O:29][CH2:28][CH2:27]5)[N:11]=[CH:10][C:9]=3[N:8]([CH3:12])[C:7](=[O:13])[C@@H:6]2[CH2:14][CH3:15])[CH2:20][CH2:19][CH2:18][CH2:17]1, predict the reactants needed to synthesize it. The reactants are: Cl[C:2]1[N:11]=[CH:10][C:9]2[N:8]([CH3:12])[C:7](=[O:13])[C@H:6]([CH2:14][CH3:15])[N:5]([CH:16]3[CH2:20][CH2:19][CH2:18][CH2:17]3)[C:4]=2[N:3]=1.[NH2:21][C:22]1[CH:23]=[CH:24][C:25]([C:31]([O:33]C)=[O:32])=[C:26]2[C:30]=1[O:29][CH2:28][CH2:27]2.Cl. (5) Given the product [CH2:9]([O:11][C:12]([C:14]1[N:15]=[C:16]([CH2:19][N:28]2[CH:27]=[C:26]([Br:25])[CH:30]=[N:29]2)[O:17][CH:18]=1)=[O:13])[CH3:10], predict the reactants needed to synthesize it. The reactants are: N#N.C([O-])([O-])=O.[K+].[K+].[CH2:9]([O:11][C:12]([C:14]1[N:15]=[C:16]([CH2:19]OS(C)(=O)=O)[O:17][CH:18]=1)=[O:13])[CH3:10].[Br:25][C:26]1[CH:27]=[N:28][NH:29][CH:30]=1. (6) Given the product [CH2:7]([N:10]1[C:18](=[O:19])[C:17]2[C:12](=[N:13][C:14]([NH:20][C:21]3[CH:22]=[CH:23][C:24]([CH2:27][NH:46][C:42]([CH3:45])([CH3:44])[CH3:43])=[CH:25][CH:26]=3)=[N:15][CH:16]=2)[N:11]1[C:29]1[N:34]=[C:33]([N:35]2[CH:40]=[CH:39][CH:38]=[CH:37][C:36]2=[O:41])[CH:32]=[CH:31][CH:30]=1)[CH:8]=[CH2:9], predict the reactants needed to synthesize it. The reactants are: ClCS(O)(=O)=O.[CH2:7]([N:10]1[C:18](=[O:19])[C:17]2[C:12](=[N:13][C:14]([NH:20][C:21]3[CH:26]=[CH:25][C:24]([CH2:27]O)=[CH:23][CH:22]=3)=[N:15][CH:16]=2)[N:11]1[C:29]1[N:34]=[C:33]([N:35]2[CH:40]=[CH:39][CH:38]=[CH:37][C:36]2=[O:41])[CH:32]=[CH:31][CH:30]=1)[CH:8]=[CH2:9].[C:42]([NH2:46])([CH3:45])([CH3:44])[CH3:43].C(=O)([O-])O.[Na+]. (7) Given the product [Cl:15][C:16]1[CH:17]=[CH:18][CH:19]=[C:20]2[C:29]=1[C:23]1([CH2:24][CH2:25][N:26]([C:10](=[O:12])[CH2:9][C:4]3[CH:5]=[CH:6][CH:7]=[CH:8][C:3]=3[C:2]([F:1])([F:14])[F:13])[CH2:27][CH2:28]1)[CH2:22][CH:21]2[CH2:30][C:31]([OH:33])=[O:32], predict the reactants needed to synthesize it. The reactants are: [F:1][C:2]([F:14])([F:13])[C:3]1[CH:8]=[CH:7][CH:6]=[CH:5][C:4]=1[CH2:9][C:10]([OH:12])=O.[Cl:15][C:16]1[CH:17]=[CH:18][CH:19]=[C:20]2[C:29]=1[C:23]1([CH2:28][CH2:27][NH:26][CH2:25][CH2:24]1)[CH2:22][CH:21]2[CH2:30][C:31]([O:33]CC)=[O:32].